From a dataset of Full USPTO retrosynthesis dataset with 1.9M reactions from patents (1976-2016). Predict the reactants needed to synthesize the given product. Given the product [OH2:3].[OH2:8].[C:11](=[O:12])([O-:14])[O-:13].[La+3:6].[C:2](=[O:3])([O-:5])[O-:4].[C:7](=[O:8])([O-:10])[O-:9].[La+3:6], predict the reactants needed to synthesize it. The reactants are: O.[C:2](=[O:5])([O-:4])[O-:3].[La+3:6].[C:7](=[O:10])([O-:9])[O-:8].[C:11](=[O:14])([O-:13])[O-:12].[La+3].